This data is from Catalyst prediction with 721,799 reactions and 888 catalyst types from USPTO. The task is: Predict which catalyst facilitates the given reaction. Reactant: [F:1][C:2]([F:33])([F:32])[C:3]1[CH:4]=[C:5]([C@H:13]2[O:17][C:16](=[O:18])[N:15]([CH2:19][C:20]3[C:25]([Br:26])=[CH:24][N:23]=[C:22](S(C)(=O)=O)[N:21]=3)[C@H:14]2[CH3:31])[CH:6]=[C:7]([C:9]([F:12])([F:11])[F:10])[CH:8]=1.[F:34][C:35]1([F:39])[CH2:38][NH:37][CH2:36]1.C(N(C(C)C)CC)(C)C. Product: [F:1][C:2]([F:33])([F:32])[C:3]1[CH:4]=[C:5]([C@H:13]2[O:17][C:16](=[O:18])[N:15]([CH2:19][C:20]3[C:25]([Br:26])=[CH:24][N:23]=[C:22]([N:37]4[CH2:38][C:35]([F:39])([F:34])[CH2:36]4)[N:21]=3)[C@H:14]2[CH3:31])[CH:6]=[C:7]([C:9]([F:12])([F:11])[F:10])[CH:8]=1. The catalyst class is: 1.